This data is from Catalyst prediction with 721,799 reactions and 888 catalyst types from USPTO. The task is: Predict which catalyst facilitates the given reaction. (1) Reactant: C[O:2][C:3](=O)[C@@H:4]([CH3:14])[CH2:5][CH2:6][CH2:7][C:8]([O:12][CH3:13])([O:10][CH3:11])[CH3:9].[BH4-].[Li+]. Product: [CH3:13][O:12][C:8]([O:10][CH3:11])([CH3:9])[CH2:7][CH2:6][CH2:5][C@H:4]([CH3:14])[CH2:3][OH:2]. The catalyst class is: 1. (2) Reactant: [F:1][C:2]1([F:27])[CH2:6][CH2:5][C@@H:4]([NH:7][C:8]2[N:13]=[C:12]([NH:14][C@@H:15]3[CH2:20][CH2:19][C@H:18]([C:21]([NH2:23])=[O:22])[CH2:17][CH2:16]3)[C:11]([N+:24]([O-])=O)=[CH:10][N:9]=2)[CH2:3]1. Product: [NH2:24][C:11]1[C:12]([NH:14][C@@H:15]2[CH2:16][CH2:17][C@H:18]([C:21]([NH2:23])=[O:22])[CH2:19][CH2:20]2)=[N:13][C:8]([NH:7][C@@H:4]2[CH2:5][CH2:6][C:2]([F:27])([F:1])[CH2:3]2)=[N:9][CH:10]=1. The catalyst class is: 19. (3) Reactant: [CH2:1]([O:4][N:5]([CH:18]1[CH2:23][N:22]([C:24]([O:26][C:27]([CH3:30])([CH3:29])[CH3:28])=[O:25])[C@H:21]([C:31](=[O:33])[NH2:32])[CH:20]=[C:19]1[CH2:34][C:35]([NH2:37])=[O:36])S(C1C=CC=CC=1[N+]([O-])=O)(=O)=O)[CH:2]=[CH2:3].C(=O)([O-])[O-].[K+].[K+].C1(S)C=CC=CC=1. Product: [CH2:1]([O:4][NH:5][CH:18]1[CH2:23][N:22]([C:24]([O:26][C:27]([CH3:30])([CH3:29])[CH3:28])=[O:25])[C@H:21]([C:31](=[O:33])[NH2:32])[CH:20]=[C:19]1[CH2:34][C:35]([NH2:37])=[O:36])[CH:2]=[CH2:3]. The catalyst class is: 10. (4) Reactant: C(OC(=O)[NH:10][CH2:11][C:12]1[CH:13]=[C:14]([C:18]2[CH:23]=[CH:22][C:21]([C:24](=[O:31])[NH:25][O:26][C:27]([CH3:30])([CH3:29])[CH3:28])=[CH:20][CH:19]=2)[CH:15]=[CH:16][CH:17]=1)C1C=CC=CC=1. Product: [C:27]([O:26][NH:25][C:24]([C:21]1[CH:22]=[CH:23][C:18]([C:14]2[CH:15]=[CH:16][CH:17]=[C:12]([CH2:11][NH2:10])[CH:13]=2)=[CH:19][CH:20]=1)=[O:31])([CH3:30])([CH3:28])[CH3:29]. The catalyst class is: 19. (5) Reactant: [NH:1]([C:3]1[N:11]=[C:10]2[C:6]([N:7]=[CH:8][NH:9]2)=[C:5]([NH:12][CH:13]2[CH2:21][C:20]3[C:15](=[CH:16][CH:17]=[CH:18][CH:19]=3)[CH2:14]2)[N:4]=1)[NH2:2].[CH3:22][C:23](=O)[CH2:24][C:25](=O)[CH3:26]. Product: [CH3:22][C:23]1[CH:24]=[C:25]([CH3:26])[N:1]([C:3]2[N:11]=[C:10]3[C:6]([N:7]=[CH:8][NH:9]3)=[C:5]([NH:12][CH:13]3[CH2:21][C:20]4[C:15](=[CH:16][CH:17]=[CH:18][CH:19]=4)[CH2:14]3)[N:4]=2)[N:2]=1. The catalyst class is: 8. (6) Reactant: [H-].[Na+].[CH3:3][C:4]1[C:13]([CH3:14])=[C:12](O)[C:11]2[C:6](=[C:7]([F:20])[CH:8]=[C:9]([C:16]([CH3:19])([CH3:18])[CH3:17])[CH:10]=2)[N:5]=1.Cl[C:22]([O:24][CH2:25][CH2:26][CH2:27][CH3:28])=[O:23]. Product: [CH3:3][C:4]1[C:13]([CH3:14])=[C:12]([C:22]([O:24][CH2:25][CH2:26][CH2:27][CH3:28])=[O:23])[C:11]2[C:6](=[C:7]([F:20])[CH:8]=[C:9]([C:16]([CH3:19])([CH3:18])[CH3:17])[CH:10]=2)[N:5]=1. The catalyst class is: 7.